This data is from Full USPTO retrosynthesis dataset with 1.9M reactions from patents (1976-2016). The task is: Predict the reactants needed to synthesize the given product. (1) Given the product [NH2:9][S:8]([C:6]1[CH:5]=[CH:4][C:3]([NH:12][C:13]([C:15]2[CH:20]=[C:19]([N:25]([CH:26]([CH3:28])[CH3:27])[CH2:22][CH2:23][CH3:24])[N:18]=[CH:17][N:16]=2)=[O:14])=[C:2]([CH3:1])[CH:7]=1)(=[O:11])=[O:10], predict the reactants needed to synthesize it. The reactants are: [CH3:1][C:2]1[CH:7]=[C:6]([S:8](=[O:11])(=[O:10])[NH2:9])[CH:5]=[CH:4][C:3]=1[NH:12][C:13]([C:15]1[CH:20]=[C:19](Cl)[N:18]=[CH:17][N:16]=1)=[O:14].[CH2:22]([NH:25][CH:26]([CH3:28])[CH3:27])[CH2:23][CH3:24]. (2) Given the product [CH2:5]([C:4]1[N:7]([OH:9])[N:33]=[C:35]([C:36]([O:38][CH2:39][CH3:40])=[O:37])[CH:3]=1)[CH3:6], predict the reactants needed to synthesize it. The reactants are: CN(C)[CH:3]=[C:4]([N+:7]([O-:9])=O)[CH2:5][CH3:6].N1(C2CCCCCCCCCC2)CCCN=CCCCCC1.[N+:33]([CH2:35][C:36]([O:38][CH2:39][CH3:40])=[O:37])#[C-].